From a dataset of Forward reaction prediction with 1.9M reactions from USPTO patents (1976-2016). Predict the product of the given reaction. (1) Given the reactants C([CH:3]([CH:7]1[C:15]2[C:10](=[CH:11][CH:12]=[C:13]([F:16])[CH:14]=2)[N:9]([C:17]([O:19][C:20]([CH3:23])([CH3:22])[CH3:21])=[O:18])[CH2:8]1)[C:4]([OH:6])=[O:5])C, predict the reaction product. The product is: [C:20]([O:19][C:17]([N:9]1[C:10]2[C:15](=[CH:14][C:13]([F:16])=[CH:12][CH:11]=2)[CH:7]([CH2:3][C:4]([OH:6])=[O:5])[CH2:8]1)=[O:18])([CH3:23])([CH3:21])[CH3:22]. (2) Given the reactants [Cl:1][C:2]1[CH:26]=[CH:25][C:5]([C:6]([NH:8][CH:9]([CH:19]2[CH2:24][CH2:23][CH2:22][CH2:21][CH2:20]2)[CH2:10][NH:11]C(=O)OC(C)(C)C)=[O:7])=[CH:4][C:3]=1[NH:27][C:28]([C:30]1[C:41](=[O:42])[NH:40][C:33]2[N:34]=[C:35]([O:38][CH3:39])[N:36]=[CH:37][C:32]=2[CH:31]=1)=[O:29].FC(F)(F)C(O)=O, predict the reaction product. The product is: [NH2:11][CH2:10][CH:9]([NH:8][C:6]([C:5]1[CH:25]=[CH:26][C:2]([Cl:1])=[C:3]([NH:27][C:28]([C:30]2[C:41](=[O:42])[NH:40][C:33]3[N:34]=[C:35]([O:38][CH3:39])[N:36]=[CH:37][C:32]=3[CH:31]=2)=[O:29])[CH:4]=1)=[O:7])[CH:19]1[CH2:20][CH2:21][CH2:22][CH2:23][CH2:24]1.